Predict the product of the given reaction. From a dataset of Forward reaction prediction with 1.9M reactions from USPTO patents (1976-2016). (1) Given the reactants [F:1][C:2]([F:6])([F:5])[CH2:3][OH:4].Cl[C:8](OC1C=CC([N+]([O-])=O)=CC=1)=[O:9].CCN(C(C)C)C(C)C.[CH:29]1([CH2:32][O:33][C:34]2[CH:35]=[C:36]3[C:41](=[CH:42][CH:43]=2)[C:40]([CH:44]2[CH2:49][O:48][CH:47]([CH2:50][CH2:51][CH2:52][NH2:53])[O:46][CH2:45]2)=[CH:39][CH:38]=[CH:37]3)[CH2:31][CH2:30]1, predict the reaction product. The product is: [CH:29]1([CH2:32][O:33][C:34]2[CH:35]=[C:36]3[C:41](=[CH:42][CH:43]=2)[C:40]([C@@H:44]2[CH2:49][O:48][C@@H:47]([CH2:50][CH2:51][CH2:52][NH:53][C:8](=[O:9])[O:4][CH2:3][C:2]([F:6])([F:5])[F:1])[O:46][CH2:45]2)=[CH:39][CH:38]=[CH:37]3)[CH2:30][CH2:31]1. (2) Given the reactants [Cl:1][C:2]1[CH:22]=[CH:21][C:5]([CH2:6][CH:7]([C:18](=O)[CH3:19])[C:8]([O:10][CH2:11][C:12]2[CH:17]=[CH:16][CH:15]=[CH:14][CH:13]=2)=[O:9])=[CH:4][CH:3]=1.N.C([BH3-])#[N:25].[Na+].C(Cl)Cl, predict the reaction product. The product is: [NH2:25][CH:18]([CH3:19])[CH:7]([CH2:6][C:5]1[CH:21]=[CH:22][C:2]([Cl:1])=[CH:3][CH:4]=1)[C:8]([O:10][CH2:11][C:12]1[CH:17]=[CH:16][CH:15]=[CH:14][CH:13]=1)=[O:9]. (3) The product is: [F:39][C:38]1[CH:37]=[CH:36][C:33]([CH:34]=[CH:8][O:9][CH3:10])=[CH:32][C:31]=1[F:30]. Given the reactants CC(C)([O-])C.[K+].[Cl-].[CH3:8][O:9][CH2:10][P+](C1C=CC=CC=1)(C1C=CC=CC=1)C1C=CC=CC=1.[F:30][C:31]1[CH:32]=[C:33]([CH:36]=[CH:37][C:38]=1[F:39])[CH:34]=O.O, predict the reaction product. (4) Given the reactants [CH2:1]([C:3]1[O:4][C:5]2[CH:14]=[CH:13][CH:12]=[CH:11][C:6]=2[C:7]=1[C:8](Cl)=[O:9])[CH3:2].[CH3:15][NH:16][CH2:17][C:18]1[CH:19]=[C:20]2[C:25](=[CH:26][CH:27]=1)[CH:24]=[C:23]([OH:28])[CH:22]=[CH:21]2.C(N(CC)CC)C.CCCCCC, predict the reaction product. The product is: [OH:28][C:23]1[CH:24]=[C:25]2[C:20](=[CH:21][CH:22]=1)[CH:19]=[C:18]([CH2:17][N:16]([CH3:15])[C:8]([C:7]1[C:6]3[CH:11]=[CH:12][CH:13]=[CH:14][C:5]=3[O:4][C:3]=1[CH2:1][CH3:2])=[O:9])[CH:27]=[CH:26]2. (5) Given the reactants [CH3:1][O:2][C:3]1[CH:12]=[C:11]2[C:6]([CH2:7][CH2:8][CH:9]([N:13]([CH2:17][CH:18]3[CH2:23][CH2:22][NH:21][CH2:20][CH2:19]3)[CH2:14][CH2:15][CH3:16])[CH2:10]2)=[CH:5][CH:4]=1.[CH3:24][N:25]=[C:26]=[O:27], predict the reaction product. The product is: [CH3:24][NH:25][C:26]([N:21]1[CH2:20][CH2:19][CH:18]([CH2:17][N:13]([CH:9]2[CH2:8][CH2:7][C:6]3[C:11](=[CH:12][C:3]([O:2][CH3:1])=[CH:4][CH:5]=3)[CH2:10]2)[CH2:14][CH2:15][CH3:16])[CH2:23][CH2:22]1)=[O:27].